This data is from Full USPTO retrosynthesis dataset with 1.9M reactions from patents (1976-2016). The task is: Predict the reactants needed to synthesize the given product. (1) The reactants are: C(OC([N:8]1[C:16]2[C:11](=[CH:12][CH:13]=[CH:14][CH:15]=2)[CH:10]=[C:9]1[C:17]1[N:22]=[C:21]([NH:23][C:24]2[CH:32]=[CH:31][C:27]([C:28]([OH:30])=O)=[CH:26][C:25]=2[O:33][CH3:34])[CH:20]=[N:19][CH:18]=1)=O)(C)(C)C.[CH2:35]([N:37]1[CH2:41][CH:40]([NH2:42])[CH2:39][N:38]1[CH2:43][CH3:44])[CH3:36].CN(C(ON1N=NC2C=CC=CC1=2)=[N+](C)C)C.[B-](F)(F)(F)F. Given the product [CH2:35]([N:37]1[CH2:41][CH:40]([NH:42][C:28](=[O:30])[C:27]2[CH:31]=[CH:32][C:24]([NH:23][C:21]3[CH:20]=[N:19][CH:18]=[C:17]([C:9]4[NH:8][C:16]5[C:11]([CH:10]=4)=[CH:12][CH:13]=[CH:14][CH:15]=5)[N:22]=3)=[C:25]([O:33][CH3:34])[CH:26]=2)[CH2:39][N:38]1[CH2:43][CH3:44])[CH3:36], predict the reactants needed to synthesize it. (2) Given the product [CH3:1][O:2][C:3](=[O:37])[CH:4]([C:9]1[CH:10]=[C:11]([C:23]2[CH:28]=[C:27]([C:29]([F:31])([F:30])[F:32])[CH:26]=[C:25]([C:33]([F:34])([F:35])[F:36])[CH:24]=2)[CH:12]=[C:13]([NH:43][C:42]2[CH:44]=[CH:45][C:39]([F:38])=[CH:40][C:41]=2[C:46]([F:47])([F:48])[F:49])[CH:14]=1)[CH2:5][CH:6]([CH3:8])[CH3:7], predict the reactants needed to synthesize it. The reactants are: [CH3:1][O:2][C:3](=[O:37])[CH:4]([C:9]1[CH:10]=[C:11]([C:23]2[CH:28]=[C:27]([C:29]([F:32])([F:31])[F:30])[CH:26]=[C:25]([C:33]([F:36])([F:35])[F:34])[CH:24]=2)[CH:12]=[C:13](OS(C(F)(F)F)(=O)=O)[CH:14]=1)[CH2:5][CH:6]([CH3:8])[CH3:7].[F:38][C:39]1[CH:45]=[CH:44][C:42]([NH2:43])=[C:41]([C:46]([F:49])([F:48])[F:47])[CH:40]=1. (3) Given the product [OH:1][C:2]1[CH:3]=[CH:4][C:5]([C@@H:8]2[O:17][C:16]3[C:11](=[CH:12][C:13]([OH:18])=[CH:14][CH:15]=3)[C@@H:10]3[CH2:19][S@@:20](=[O:22])[CH2:21][C@H:9]23)=[CH:6][CH:7]=1, predict the reactants needed to synthesize it. The reactants are: [OH:1][C:2]1[CH:7]=[CH:6][C:5]([C@@H:8]2[O:17][C:16]3[C:11](=[CH:12][C:13]([OH:18])=[CH:14][CH:15]=3)[C@@H:10]3[CH2:19][S:20][CH2:21][C@H:9]23)=[CH:4][CH:3]=1.[OH:22]OS([O-])=O.[K+].[O-]S([O-])=O.[Na+].[Na+]. (4) Given the product [F:1][C:2]1[CH:7]=[CH:6][C:5]([OH:8])=[C:4]([CH2:14][C:13]2[CH:16]=[CH:17][C:10]([F:9])=[CH:11][CH:12]=2)[CH:3]=1, predict the reactants needed to synthesize it. The reactants are: [F:1][C:2]1[CH:7]=[CH:6][C:5]([OH:8])=[CH:4][CH:3]=1.[F:9][C:10]1[CH:17]=[CH:16][C:13]([CH2:14]Cl)=[CH:12][CH:11]=1.